Task: Predict which catalyst facilitates the given reaction.. Dataset: Catalyst prediction with 721,799 reactions and 888 catalyst types from USPTO (1) Reactant: [CH:1]([NH:4][C:5]1[C:14]2[C:9](=[CH:10][C:11]([OH:17])=[C:12]([O:15][CH3:16])[CH:13]=2)[N:8]=[CH:7][N:6]=1)([CH3:3])[CH3:2].C1(P(C2C=CC=CC=2)C2C=CC=CC=2)C=CC=CC=1.C1CCN(C(/N=N/C(N2CCCCC2)=O)=O)CC1.[CH3:55][S:56][CH2:57][CH2:58][CH2:59][CH2:60]O. Product: [CH:1]([NH:4][C:5]1[C:14]2[C:9](=[CH:10][C:11]([O:17][CH2:60][CH2:59][CH2:58][CH2:57][S:56][CH3:55])=[C:12]([O:15][CH3:16])[CH:13]=2)[N:8]=[CH:7][N:6]=1)([CH3:3])[CH3:2]. The catalyst class is: 34. (2) Reactant: C(OC([C:7]1([CH2:22][C:23]2[CH:28]=[C:27]([F:29])[C:26]([NH:30][C:31]([O:33][CH2:34][C:35]3[CH:40]=[CH:39][CH:38]=[CH:37][CH:36]=3)=[O:32])=[C:25]([CH2:41][CH2:42][CH2:43][CH3:44])[CH:24]=2)[C:12](=[O:13])[CH:11]([NH:14][C:15]([O:17][C:18]([CH3:21])([CH3:20])[CH3:19])=[O:16])[CH2:10][S:9][CH2:8]1)=O)C=C.N1CCOCC1. Product: [C:18]([O:17][C:15](=[O:16])[NH:14][C@@H:11]1[C:12](=[O:13])[C@H:7]([CH2:22][C:23]2[CH:28]=[C:27]([F:29])[C:26]([NH:30][C:31]([O:33][CH2:34][C:35]3[CH:40]=[CH:39][CH:38]=[CH:37][CH:36]=3)=[O:32])=[C:25]([CH2:41][CH2:42][CH2:43][CH3:44])[CH:24]=2)[CH2:8][S:9][CH2:10]1)([CH3:21])([CH3:20])[CH3:19]. The catalyst class is: 1. (3) Reactant: [Br:1][C:2]1[CH:10]=[CH:9][C:5]([C:6]([OH:8])=[O:7])=[C:4]([CH3:11])[CH:3]=1.[CH3:12][Si](C=[N+]=[N-])(C)C. Product: [Br:1][C:2]1[CH:10]=[CH:9][C:5]([C:6]([O:8][CH3:12])=[O:7])=[C:4]([CH3:11])[CH:3]=1. The catalyst class is: 98. (4) Reactant: [CH3:1][O:2][C:3]1[CH:4]=[C:5]([CH:8]=[CH:9][C:10]=1[O:11][CH3:12])[CH:6]=O.[C:13]([CH2:16][C:17](=[O:19])[CH3:18])(=[O:15])[CH3:14].N1CCCCC1. Product: [CH3:1][O:2][C:3]1[CH:4]=[C:5]([CH:8]=[CH:9][C:10]=1[O:11][CH3:12])[CH:6]=[C:16]([C:17](=[O:19])[CH3:18])[C:13](=[O:15])[CH3:14]. The catalyst class is: 244. (5) Reactant: C(OC(=O)[NH:7][CH2:8][CH2:9][CH2:10][NH:11][C:12](=[O:40])[CH2:13][O:14][CH2:15][C:16]([NH:18][C@H:19]1[CH2:28][CH2:27][C@:26]2([OH:29])[C@@:21]34[C:36]5[C:31](=[CH:32][CH:33]=[C:34]([OH:38])[C:35]=5[O:37][C@@H:20]13)[CH2:30][CH:25]2[N:24]([CH3:39])[CH2:23][CH2:22]4)=[O:17])(C)(C)C.FC(F)(F)C(O)=O. Product: [NH2:7][CH2:8][CH2:9][CH2:10][NH:11][C:12](=[O:40])[CH2:13][O:14][CH2:15][C:16]([NH:18][C@H:19]1[CH2:28][CH2:27][C@:26]2([OH:29])[C@@:21]34[C:36]5[C:31](=[CH:32][CH:33]=[C:34]([OH:38])[C:35]=5[O:37][C@@H:20]13)[CH2:30][CH:25]2[N:24]([CH3:39])[CH2:23][CH2:22]4)=[O:17]. The catalyst class is: 2. (6) Reactant: [NH2:1][C:2]1[C:11]2[N:12]=[C:13]([CH2:15][CH3:16])[S:14][C:10]=2[C:9]2[CH:8]=[CH:7][C:6]([OH:17])=[CH:5][C:4]=2[N:3]=1.C(=O)([O-])[O-].[Cs+].[Cs+].CN(C=O)C.Br[CH2:30][C:31]([C:33]1[CH:37]=[CH:36][S:35][CH:34]=1)=[O:32]. Product: [NH2:1][C:2]1[C:11]2[N:12]=[C:13]([CH2:15][CH3:16])[S:14][C:10]=2[C:9]2[CH:8]=[CH:7][C:6]([O:17][CH2:30][C:31]([C:33]3[CH:37]=[CH:36][S:35][CH:34]=3)=[O:32])=[CH:5][C:4]=2[N:3]=1. The catalyst class is: 229. (7) Reactant: CN(C)C=O.CS(O[CH2:11][CH2:12][CH:13]1[CH2:22][CH2:21][C:16]2([O:20][CH2:19][CH2:18][O:17]2)[CH2:15][CH2:14]1)(=O)=O.[N-:23]=[N+:24]=[N-:25].[Na+].O. Product: [O:20]1[C:16]2([CH2:21][CH2:22][CH:13]([CH2:12][CH2:11][N:23]=[N+:24]=[N-:25])[CH2:14][CH2:15]2)[O:17][CH2:18][CH2:19]1. The catalyst class is: 13. (8) Reactant: [O:1]1[CH2:5][CH2:4][CH2:3][C@@H:2]1[C:6]([N:8]1[CH2:13][CH2:12][NH:11][CH2:10][CH2:9]1)=[O:7].[CH2:14]([C@H:16]1[O:18][CH2:17]1)[Cl:15]. Product: [Cl:15][CH2:14][C@@H:16]([OH:18])[CH2:17][N:11]1[CH2:10][CH2:9][N:8]([C:6]([C@H:2]2[CH2:3][CH2:4][CH2:5][O:1]2)=[O:7])[CH2:13][CH2:12]1. The catalyst class is: 412. (9) Reactant: [N:1]1[CH:6]=[CH:5][CH:4]=[CH:3][C:2]=1[NH:7][C:8]([N:10]1[C@@H:16]2[CH2:17][N:13]([CH2:14][CH2:15]2)[C:12]2[CH:18]=[CH:19][C:20]([C:22](O)=[O:23])=[N:21][C:11]1=2)=[O:9].CN(C(ON1N=NC2C=CC=NC1=2)=[N+](C)C)C.F[P-](F)(F)(F)(F)F.CCN(C(C)C)C(C)C.[O:58]1[CH2:62][CH2:61][CH:60]([NH2:63])[CH2:59]1. Product: [N:1]1[CH:6]=[CH:5][CH:4]=[CH:3][C:2]=1[NH:7][C:8]([N:10]1[C@@H:16]2[CH2:17][N:13]([CH2:14][CH2:15]2)[C:12]2[CH:18]=[CH:19][C:20]([C:22]([NH:63][CH:60]3[CH2:61][CH2:62][O:58][CH2:59]3)=[O:23])=[N:21][C:11]1=2)=[O:9]. The catalyst class is: 9.